From a dataset of Forward reaction prediction with 1.9M reactions from USPTO patents (1976-2016). Predict the product of the given reaction. (1) Given the reactants [F:1][C:2]1[C:3]([N:16]2[CH2:20][CH2:19][CH:18]([F:21])[CH2:17]2)=[C:4]([CH:13]=[CH:14][CH:15]=1)[CH:5]=[N:6][CH2:7][CH2:8][C:9]([CH3:12])([CH3:11])[CH3:10].[SH:22][C@@H:23]([CH2:27][C:28]([OH:30])=[O:29])[C:24](O)=[O:25], predict the reaction product. The product is: [CH3:10][C:9]([CH3:12])([CH3:11])[CH2:8][CH2:7][N:6]1[C:24](=[O:25])[C@@H:23]([CH2:27][C:28]([OH:30])=[O:29])[S:22][CH:5]1[C:4]1[CH:13]=[CH:14][CH:15]=[C:2]([F:1])[C:3]=1[N:16]1[CH2:20][CH2:19][C@H:18]([F:21])[CH2:17]1. (2) Given the reactants [F:1][C:2]1([C:11]2[S:12][CH:13]=[C:14]([CH2:16][O:17][C:18]3[CH:23]=[CH:22][C:21]([S:24]([CH3:27])(=[O:26])=[O:25])=[CH:20][CH:19]=3)[N:15]=2)[CH2:7][CH2:6][N:5](C(O)=O)[CH2:4][CH2:3]1.C(OC(N1CCC(F)(C2SC=C(COC3C=CC(S(C)(=O)=O)=CC=3)N=2)CC1)=O)(C)(C)C.[ClH:59], predict the reaction product. The product is: [ClH:59].[F:1][C:2]1([C:11]2[S:12][CH:13]=[C:14]([CH2:16][O:17][C:18]3[CH:23]=[CH:22][C:21]([S:24]([CH3:27])(=[O:26])=[O:25])=[CH:20][CH:19]=3)[N:15]=2)[CH2:3][CH2:4][NH:5][CH2:6][CH2:7]1. (3) Given the reactants [NH2:1][C:2]1[N:7]=[C:6]([C:8]2[CH:13]=[C:12]([Cl:14])[CH:11]=[CH:10][C:9]=2[OH:15])[CH:5]=[C:4]([NH:16][C:17]2[CH:22]=[CH:21][C:20]([Cl:23])=[CH:19][CH:18]=2)[N:3]=1.Br[CH2:25][CH:26]=[CH2:27], predict the reaction product. The product is: [CH2:27]([O:15][C:9]1[CH:10]=[CH:11][C:12]([Cl:14])=[CH:13][C:8]=1[C:6]1[N:7]=[C:2]([NH2:1])[N:3]=[C:4]([NH:16][C:17]2[CH:22]=[CH:21][C:20]([Cl:23])=[CH:19][CH:18]=2)[CH:5]=1)[CH:26]=[CH2:25]. (4) Given the reactants FC1[C:11]([CH2:12][CH2:13][N:14]2[CH2:21][C@@H]3[C@@H](CNC3)[CH2:15]2)=[C:10]2[C:5]([CH:6]=[CH:7]C(OC)=N2)=NC=1.[O:24]=[C:25]1[CH2:30]S[C:28]2[CH:31]=[CH:32][C:33]([CH:35]=O)=N[C:27]=2[NH:26]1.[BH-](O[C:47]([CH3:49])=[O:48])(OC(C)=O)OC(C)=O.[Na+].[CH2:51](Cl)Cl, predict the reaction product. The product is: [C:28]1([CH2:27][N:26]2[C:47](=[O:48])[CH:49]3[CH:30]([CH2:21][N:14]([CH2:13][C:12]4[CH:7]=[CH:6][CH:5]=[CH:10][CH:11]=4)[CH2:15]3)[C:25]2=[O:24])[CH:31]=[CH:32][CH:33]=[CH:35][CH:51]=1.